The task is: Predict the reactants needed to synthesize the given product.. This data is from Full USPTO retrosynthesis dataset with 1.9M reactions from patents (1976-2016). Given the product [Cl:1][C:2]1[CH:3]=[C:4]([C:23]2([OH:26])[CH2:24][CH2:25][N:21]([CH2:20][C:19]3[CH:27]=[CH:28][CH:29]=[C:17]([O:16][CH3:15])[CH:18]=3)[CH2:22]2)[CH:5]=[CH:6][C:7]=1[Cl:8], predict the reactants needed to synthesize it. The reactants are: [Cl:1][C:2]1[CH:3]=[C:4](I)[CH:5]=[CH:6][C:7]=1[Cl:8].C([Mg]Br)(C)C.[CH3:15][O:16][C:17]1[CH:18]=[C:19]([CH:27]=[CH:28][CH:29]=1)[CH2:20][N:21]1[CH2:25][CH2:24][C:23](=[O:26])[CH2:22]1.